Dataset: Full USPTO retrosynthesis dataset with 1.9M reactions from patents (1976-2016). Task: Predict the reactants needed to synthesize the given product. (1) Given the product [F:1][C:2]1[CH:21]=[CH:20][C:5]([CH2:6][C:7]2[C:14]([C:15]#[N:16])=[C:13]([OH:17])[C:12]([OH:18])=[CH:11][C:8]=2[C:9]#[N:10])=[CH:4][C:3]=1[CH3:22], predict the reactants needed to synthesize it. The reactants are: [F:1][C:2]1[CH:21]=[CH:20][C:5]([CH2:6][C:7]2[C:14]([C:15]#[N:16])=[C:13]([OH:17])[C:12]([O:18]C)=[CH:11][C:8]=2[C:9]#[N:10])=[CH:4][C:3]=1[CH3:22].BrC1C(C#N)=C(O)C(OC)=CC=1C#N.FC1C=CC(CB2OC(C)(C)C(C)(C)O2)=CC=1C. (2) Given the product [CH2:1]([O:8][C:9]1[C:18]([O:19][CH3:20])=[CH:17][C:16]2[CH:15]3[N:14]([CH:13]([C:21]([CH3:26])([CH3:25])[CH2:22][O:23][CH3:24])[CH2:12][C:11]=2[CH:10]=1)[CH:30]=[C:31]([C:32]([O:34][CH2:35][CH3:36])=[O:33])[C:37](=[O:39])[CH2:38]3)[C:2]1[CH:7]=[CH:6][CH:5]=[CH:4][CH:3]=1, predict the reactants needed to synthesize it. The reactants are: [CH2:1]([O:8][C:9]1[CH:10]=[C:11]2[C:16](=[CH:17][C:18]=1[O:19][CH3:20])[CH:15]=[N:14][CH:13]([C:21]([CH3:26])([CH3:25])[CH2:22][O:23][CH3:24])[CH2:12]2)[C:2]1[CH:7]=[CH:6][CH:5]=[CH:4][CH:3]=1.C(O[CH:30]=[C:31]([C:37](=[O:39])[CH3:38])[C:32]([O:34][CH2:35][CH3:36])=[O:33])C. (3) Given the product [Cl:1][C:2]1[CH:7]=[CH:6][C:5]([CH:8]([C:11]2[CH:16]=[CH:15][C:14]([CH2:17][N:18]3[CH2:22][CH2:21][CH2:20][CH2:19]3)=[C:13]([F:23])[CH:12]=2)[N:9]2[C:34]3[C:29](=[CH:28][CH:27]=[C:26]([C:25]([F:38])([F:37])[F:24])[CH:35]=3)[C:30]([NH2:47])=[CH:31][CH2:32]2)=[CH:4][CH:3]=1, predict the reactants needed to synthesize it. The reactants are: [Cl:1][C:2]1[CH:7]=[CH:6][C:5]([C:8]([C:11]2[CH:16]=[CH:15][C:14]([CH2:17][N:18]3[CH2:22][CH2:21][CH2:20][CH2:19]3)=[C:13]([F:23])[CH:12]=2)=[N:9]O)=[CH:4][CH:3]=1.[F:24][C:25]([F:38])([F:37])[C:26]1[CH:35]=[C:34]2[C:29]([C:30](Cl)=[CH:31][CH:32]=N2)=[CH:28][CH:27]=1.ClC1C=C2C(C(N)=CC[N:47]2C(C2C=CC=C(Cl)C=2)C2C=CC(CN3CCCC3)=CC=2)=CC=1. (4) Given the product [C:55]([O:54][C:52]([NH:1][CH:2]1[CH2:3][CH2:4][CH:5]([NH:8][C:9]2[C:14]([CH2:15][CH2:16][O:17][Si:18]([C:21]([CH3:22])([CH3:23])[CH3:24])([CH3:19])[CH3:20])=[C:13]([N:25]([C:33]3[CH:38]=[CH:37][C:36]([O:39][CH2:40][CH3:41])=[CH:35][CH:34]=3)[C:26](=[O:32])[O:27][C:28]([CH3:30])([CH3:31])[CH3:29])[N:12]3[N:42]=[CH:43][CH:44]=[C:11]3[N:10]=2)[CH2:6][CH2:7]1)=[O:53])([CH3:58])([CH3:57])[CH3:56], predict the reactants needed to synthesize it. The reactants are: [NH2:1][CH:2]1[CH2:7][CH2:6][CH:5]([NH:8][C:9]2[C:14]([CH2:15][CH2:16][O:17][Si:18]([C:21]([CH3:24])([CH3:23])[CH3:22])([CH3:20])[CH3:19])=[C:13]([N:25]([C:33]3[CH:38]=[CH:37][C:36]([O:39][CH2:40][CH3:41])=[CH:35][CH:34]=3)[C:26](=[O:32])[O:27][C:28]([CH3:31])([CH3:30])[CH3:29])[N:12]3[N:42]=[CH:43][CH:44]=[C:11]3[N:10]=2)[CH2:4][CH2:3]1.C(N(CC)CC)C.[C:52](O[C:52]([O:54][C:55]([CH3:58])([CH3:57])[CH3:56])=[O:53])([O:54][C:55]([CH3:58])([CH3:57])[CH3:56])=[O:53].[Cl-].[NH4+]. (5) The reactants are: [Cl:1][C:2]1[CH:7]=[C:6]([N+:8]([O-])=O)[CH:5]=[CH:4][C:3]=1[S:11][C:12]1[CH:17]=[CH:16][CH:15]=[CH:14][CH:13]=1.[Cl-].[NH4+].CO. Given the product [Cl:1][C:2]1[CH:7]=[C:6]([CH:5]=[CH:4][C:3]=1[S:11][C:12]1[CH:17]=[CH:16][CH:15]=[CH:14][CH:13]=1)[NH2:8], predict the reactants needed to synthesize it. (6) Given the product [Cl:1][C:2]1[C:3]2[N:4]([C:24]([CH2:25][CH:26]3[CH2:28][CH2:27]3)=[N:23][N:22]=2)[N:5]=[CH:6][C:7]=1[N:8]([CH2:20][CH3:21])[CH2:9][CH:10]1[CH2:12][CH:11]1[C:13]1[CH:18]=[CH:17][C:16]([F:19])=[CH:15][CH:14]=1, predict the reactants needed to synthesize it. The reactants are: [Cl:1][C:2]1[C:7]([N:8]([CH2:20][CH3:21])[CH2:9][CH:10]2[CH2:12][CH:11]2[C:13]2[CH:18]=[CH:17][C:16]([F:19])=[CH:15][CH:14]=2)=[CH:6][N:5]=[N:4][C:3]=1[NH:22][NH:23][C:24](=O)[CH2:25][CH:26]1[CH2:28][CH2:27]1.P(Cl)(Cl)(Cl)=O. (7) The reactants are: [Cl:1][C:2]1[CH:7]=[CH:6][CH:5]=[CH:4][C:3]=1[N:8]([CH3:29])[C:9]([C:11]1[S:28][C:14]2[C:15]3[CH:23]=[CH:22][C:21]([C:24](OC)=[O:25])=[CH:20][C:16]=3[O:17][CH2:18][CH2:19][C:13]=2[CH:12]=1)=[O:10].[NH2:30][C:31]1([CH2:36][OH:37])[CH2:35][CH2:34][CH2:33][CH2:32]1. Given the product [Cl:1][C:2]1[CH:7]=[CH:6][CH:5]=[CH:4][C:3]=1[N:8]([CH3:29])[C:9]([C:11]1[S:28][C:14]2[C:15]3[CH:23]=[CH:22][C:21]([C:24]([NH:30][C:31]4([CH2:36][OH:37])[CH2:35][CH2:34][CH2:33][CH2:32]4)=[O:25])=[CH:20][C:16]=3[O:17][CH2:18][CH2:19][C:13]=2[CH:12]=1)=[O:10], predict the reactants needed to synthesize it.